This data is from Reaction yield outcomes from USPTO patents with 853,638 reactions. The task is: Predict the reaction yield, written as a fraction of the theoretical maximum amount of product (1.0 means a 100% yield; for example, 0.34 means a 34% yield). The reactants are Br[C:2]1[CH:7]=[CH:6][C:5]([Br:8])=[CH:4][N:3]=1.[F:9][C:10]1[CH:11]=[N:12][CH:13]=[CH:14][C:15]=1[Sn](CCCC)(CCCC)CCCC. The yield is 0.620. The product is [Br:8][C:5]1[CH:6]=[CH:7][C:2]([C:15]2[CH:14]=[CH:13][N:12]=[CH:11][C:10]=2[F:9])=[N:3][CH:4]=1. The catalyst is CN(C=O)C.Cl[Pd](Cl)([P](C1C=CC=CC=1)(C1C=CC=CC=1)C1C=CC=CC=1)[P](C1C=CC=CC=1)(C1C=CC=CC=1)C1C=CC=CC=1.[Cu]I.